This data is from Catalyst prediction with 721,799 reactions and 888 catalyst types from USPTO. The task is: Predict which catalyst facilitates the given reaction. (1) The catalyst class is: 17. Product: [CH3:21][O:20][C:17]1[CH:18]=[CH:19][C:14]([CH:12]2[C:3]3[CH:4]=[CH:5][C:6]4[C:11](=[N:10][CH:9]=[CH:8][CH:7]=4)[C:2]=3[NH:1][S:24](=[O:26])(=[O:25])[N:23]2[CH3:22])=[CH:15][CH:16]=1. Reactant: [NH2:1][C:2]1[C:3]([C:12]([C:14]2[CH:19]=[CH:18][C:17]([O:20][CH3:21])=[CH:16][CH:15]=2)=O)=[CH:4][CH:5]=[C:6]2[C:11]=1[N:10]=[CH:9][CH:8]=[CH:7]2.[CH3:22][NH:23][S:24](Cl)(=[O:26])=[O:25].[BH4-].[Na+]. (2) Reactant: Br[CH2:2][C:3]([C:5]1[CH:10]=[CH:9][CH:8]=[CH:7][CH:6]=1)=O.[CH:11]([NH2:13])=[O:12]. Product: [C:5]1([C:3]2[N:13]=[CH:11][O:12][CH:2]=2)[CH:10]=[CH:9][CH:8]=[CH:7][CH:6]=1. The catalyst class is: 84. (3) Reactant: [F:1][C:2]1([F:30])[CH2:7][CH2:6][CH2:5][CH:4]([C@@H:8]2[CH2:13][C@H:12]([C:14]3[CH:19]=[CH:18][CH:17]=[CH:16][CH:15]=3)[CH2:11][CH2:10][N:9]2C(OCC2C=CC=CC=2)=O)[CH2:3]1. Product: [F:30][C:2]1([F:1])[CH2:7][CH2:6][CH2:5][CH:4]([C@@H:8]2[CH2:13][C@H:12]([C:14]3[CH:15]=[CH:16][CH:17]=[CH:18][CH:19]=3)[CH2:11][CH2:10][NH:9]2)[CH2:3]1. The catalyst class is: 5.